From a dataset of Catalyst prediction with 721,799 reactions and 888 catalyst types from USPTO. Predict which catalyst facilitates the given reaction. (1) Reactant: [N:1]([CH:4]1[CH2:16][N:8]2[C:9]3[C:14]([CH:15]=[C:7]2[CH2:6][CH2:5]1)=[CH:13][CH:12]=[CH:11][CH:10]=3)=[N+]=[N-]. Product: [CH:13]1[CH:12]=[CH:11][CH:10]=[C:9]2[C:14]=1[CH:15]=[C:7]1[CH2:6][CH2:5][CH:4]([NH2:1])[CH2:16][N:8]12. The catalyst class is: 19. (2) Reactant: Br[C:2]1[CH:7]=[CH:6][C:5]([C:8]([C:10]2[C:15]([OH:16])=[CH:14][CH:13]=[CH:12][N:11]=2)=[O:9])=[CH:4][CH:3]=1.C(OCC)(=O)C.[CH3:23][N:24](C)C=O. Product: [OH:16][C:15]1[C:10]([C:8]([C:5]2[CH:6]=[CH:7][C:2]([C:23]#[N:24])=[CH:3][CH:4]=2)=[O:9])=[N:11][CH:12]=[CH:13][CH:14]=1. The catalyst class is: 223. (3) Reactant: [C:1]([O:5][C:6]([N:8]([CH2:13][C:14]1[CH:19]=[CH:18][C:17]([F:20])=[CH:16][CH:15]=1)[CH2:9][C:10]([OH:12])=O)=[O:7])([CH3:4])([CH3:3])[CH3:2].Cl.[CH3:22][NH:23][O:24][CH3:25].CN1CCOCC1.C1(N=C=NC2CCCCC2)CCCCC1. The catalyst class is: 2. Product: [C:1]([O:5][C:6]([N:8]([CH2:13][C:14]1[CH:19]=[CH:18][C:17]([F:20])=[CH:16][CH:15]=1)[CH2:9][C:10]([N:23]([O:24][CH3:25])[CH3:22])=[O:12])=[O:7])([CH3:2])([CH3:3])[CH3:4].